This data is from Catalyst prediction with 721,799 reactions and 888 catalyst types from USPTO. The task is: Predict which catalyst facilitates the given reaction. (1) Reactant: [F:1][C:2]1[CH:7]=[CH:6][CH:5]=[C:4]([F:8])[C:3]=1[N:9]1[C:17]2[CH:16]=[CH:15][N:14]=[C:13]([O:18]C)[C:12]=2[C:11]([C:20]2[CH:25]=[CH:24][C:23]([S:26]([NH2:29])(=[O:28])=[O:27])=[CH:22][CH:21]=2)=[N:10]1.[I-].[Na+].Cl[Si](C)(C)C.C(=O)([O-])O.[Na+]. Product: [F:8][C:4]1[CH:5]=[CH:6][CH:7]=[C:2]([F:1])[C:3]=1[N:9]1[C:17]2[CH:16]=[CH:15][NH:14][C:13](=[O:18])[C:12]=2[C:11]([C:20]2[CH:25]=[CH:24][C:23]([S:26]([NH2:29])(=[O:28])=[O:27])=[CH:22][CH:21]=2)=[N:10]1. The catalyst class is: 10. (2) Reactant: [CH3:1][O:2][C:3]([CH:5]1[CH2:10][CH2:9][N:8]([C:11]2[CH:21]=[C:20]([CH3:22])[C:14]([C:15]([O:17][CH2:18][CH3:19])=[O:16])=[C:13]([CH3:23])[N:12]=2)[CH2:7][CH2:6]1)=[O:4].[Cl:24]N1C(=O)CCC1=O. Product: [Cl:24][C:21]1[C:11]([N:8]2[CH2:7][CH2:6][CH:5]([C:3]([O:2][CH3:1])=[O:4])[CH2:10][CH2:9]2)=[N:12][C:13]([CH3:23])=[C:14]([C:20]=1[CH3:22])[C:15]([O:17][CH2:18][CH3:19])=[O:16]. The catalyst class is: 2. (3) Reactant: [C:1]1([NH:7][C:8]2[CH:20]=[CH:19][C:11]([C:12]([NH:14][CH2:15][C:16]([OH:18])=O)=[O:13])=[CH:10][CH:9]=2)[CH:6]=[CH:5][CH:4]=[CH:3][CH:2]=1.CCN(C(C)C)C(C)C.C1C=CC2N(O)N=NC=2C=1.CCN=C=NCCCN(C)C.Cl.Cl.Cl.[NH:54]1[CH2:59][CH2:58][CH:57]([NH:60][C:61]2[CH:66]=[CH:65][CH:64]=[CH:63][C:62]=2[C:67]([F:70])([F:69])[F:68])[CH2:56][CH2:55]1. Product: [O:18]=[C:16]([N:54]1[CH2:55][CH2:56][CH:57]([NH:60][C:61]2[CH:66]=[CH:65][CH:64]=[CH:63][C:62]=2[C:67]([F:68])([F:69])[F:70])[CH2:58][CH2:59]1)[CH2:15][NH:14][C:12](=[O:13])[C:11]1[CH:10]=[CH:9][C:8]([NH:7][C:1]2[CH:2]=[CH:3][CH:4]=[CH:5][CH:6]=2)=[CH:20][CH:19]=1. The catalyst class is: 18. (4) Reactant: [Br:1][C:2]1[CH:3]=[C:4]2[C:9](=[CH:10][CH:11]=1)[N:8]=[CH:7][C:6]([CH:12]=O)=[CH:5]2.C1(P(=[CH:33][C:34]([O:36][CH3:37])=[O:35])(C2C=CC=CC=2)C2C=CC=CC=2)C=CC=CC=1. Product: [Br:1][C:2]1[CH:3]=[C:4]2[C:9](=[CH:10][CH:11]=1)[N:8]=[CH:7][C:6]([CH:12]=[CH:33][C:34]([O:36][CH3:37])=[O:35])=[CH:5]2. The catalyst class is: 1. (5) Reactant: C[O:2][C:3]([C:5]1[NH:6][C:7]2[C:12]([CH:13]=1)=[CH:11][CH:10]=[C:9]([N+:14]([O-:16])=[O:15])[CH:8]=2)=[O:4].[OH-].[Na+]. Product: [N+:14]([C:9]1[CH:8]=[C:7]2[C:12]([CH:13]=[C:5]([C:3]([OH:4])=[O:2])[NH:6]2)=[CH:11][CH:10]=1)([O-:16])=[O:15]. The catalyst class is: 5. (6) Reactant: [CH2:1]([O:3][C:4](=[O:19])[C:5](=[N:17]O)[CH2:6][C:7]1[C:15]2[C:10](=[CH:11][CH:12]=[C:13]([Br:16])[CH:14]=2)[NH:9][CH:8]=1)[CH3:2]. Product: [CH2:1]([O:3][C:4](=[O:19])[CH:5]([NH2:17])[CH2:6][C:7]1[C:15]2[C:10](=[CH:11][CH:12]=[C:13]([Br:16])[CH:14]=2)[NH:9][CH:8]=1)[CH3:2]. The catalyst class is: 183. (7) Reactant: [CH3:1][C:2]1[CH:11]=[CH:10][C:9]2[C:4](=[CH:5][CH:6]=[CH:7][C:8]=2[N:12]2[CH2:17][CH2:16][N:15](C(OC(C)(C)C)=O)[CH2:14][CH2:13]2)[N:3]=1.FC(F)(F)C(O)=O. Product: [CH3:1][C:2]1[CH:11]=[CH:10][C:9]2[C:4](=[CH:5][CH:6]=[CH:7][C:8]=2[N:12]2[CH2:17][CH2:16][NH:15][CH2:14][CH2:13]2)[N:3]=1. The catalyst class is: 4. (8) Reactant: [SH:1][C:2]1[S:3][C:4]2C[CH2:13][C:12]3[C:7](=[CH:8][CH:9]=[CH:10][C:11]=3[O:15][CH2:16][C:17]([O:19][CH2:20][CH3:21])=[O:18])[C:5]=2[N:6]=1.CS(O[CH2:27][CH2:28][CH:29]([C:36]1[CH:41]=[CH:40][CH:39]=[CH:38][CH:37]=1)[C:30]1[CH:35]=[CH:34][CH:33]=[CH:32][CH:31]=1)(=O)=O.C(=O)([O-])[O-].[K+].[K+]. Product: [C:30]1([CH:29]([C:36]2[CH:37]=[CH:38][CH:39]=[CH:40][CH:41]=2)[CH2:28][CH2:27][S:1][C:2]2[S:3][C:4]3[CH2:13][C:12]4[C:11]([O:15][CH2:16][C:17]([O:19][CH2:20][CH3:21])=[O:18])=[CH:10][CH:9]=[CH:8][C:7]=4[C:5]=3[N:6]=2)[CH:35]=[CH:34][CH:33]=[CH:32][CH:31]=1. The catalyst class is: 35. (9) The catalyst class is: 171. Product: [CH3:1][N:2]1[CH2:3][CH2:4][N:5]([C:8]([C:10]2[CH:15]=[CH:14][C:13]([NH2:16])=[CH:12][CH:11]=2)=[O:9])[CH2:6][CH2:7]1. Reactant: [CH3:1][N:2]1[CH2:7][CH2:6][N:5]([C:8]([C:10]2[CH:15]=[CH:14][C:13]([N+:16]([O-])=O)=[CH:12][CH:11]=2)=[O:9])[CH2:4][CH2:3]1.[H][H]. (10) Reactant: OC(C(F)(F)F)=O.[CH3:8][C:9]([CH3:36])([CH3:35])[C:10]#[C:11][C:12]1[S:16][C:15]([C:17]([OH:19])=[O:18])=[C:14]([N:20]([C@@H:30]([CH3:34])[CH2:31][CH2:32][OH:33])[C:21]([C@H:23]2[CH2:28][CH2:27][C@H:26]([CH3:29])[CH2:25][CH2:24]2)=[O:22])[CH:13]=1.Cl[C:38]1[CH:39]=[N:40][CH:41]=[N:42][CH:43]=1.C(O[K])(C)(C)C. Product: [CH3:36][C:9]([CH3:35])([CH3:8])[C:10]#[C:11][C:12]1[S:16][C:15]([C:17]([OH:19])=[O:18])=[C:14]([N:20]([C:21]([C@H:23]2[CH2:28][CH2:27][C@H:26]([CH3:29])[CH2:25][CH2:24]2)=[O:22])[C@@H:30]([CH3:34])[CH2:31][CH2:32][O:33][C:38]2[CH:39]=[N:40][CH:41]=[N:42][CH:43]=2)[CH:13]=1. The catalyst class is: 16.